This data is from Reaction yield outcomes from USPTO patents with 853,638 reactions. The task is: Predict the reaction yield, written as a fraction of the theoretical maximum amount of product (1.0 means a 100% yield; for example, 0.34 means a 34% yield). (1) The reactants are [OH:1][C:2]1[CH:7]=[CH:6][C:5]([S:8][CH2:9][CH2:10][CH2:11][C:12]([OH:14])=O)=[CH:4][CH:3]=1.[Cl:15][C:16]1[C:17]([O:26][CH3:27])=[C:18]([CH:22]=[C:23]([Cl:25])[CH:24]=1)[CH2:19][NH:20][CH3:21]. No catalyst specified. The product is [Cl:15][C:16]1[C:17]([O:26][CH3:27])=[C:18]([CH:22]=[C:23]([Cl:25])[CH:24]=1)[CH2:19][N:20]([CH3:21])[C:12](=[O:14])[CH2:11][CH2:10][CH2:9][S:8][C:5]1[CH:4]=[CH:3][C:2]([OH:1])=[CH:7][CH:6]=1. The yield is 0.650. (2) The reactants are [OH:1][C:2]1[CH:3]=[C:4]([C:10](=O)[CH3:11])[CH:5]=[CH:6][C:7]=1[O:8][CH3:9].Cl.[CH3:14][C:15]1[CH:16]=[C:17]([CH:21]=[CH:22][CH:23]=1)[CH2:18][O:19][NH2:20]. No catalyst specified. The product is [CH3:14][C:15]1[CH:16]=[C:17]([CH:21]=[CH:22][CH:23]=1)[CH2:18][O:19]/[N:20]=[C:10](/[C:4]1[CH:5]=[CH:6][C:7]([O:8][CH3:9])=[C:2]([OH:1])[CH:3]=1)\[CH3:11]. The yield is 0.910. (3) The reactants are [N+:1]([C:4]1[CH:5]=[C:6]([CH:22]=[CH:23][CH:24]=1)[CH2:7][CH2:8][N:9]1[CH2:14][CH2:13][N:12]([C:15]([O:17][C:18]([CH3:21])([CH3:20])[CH3:19])=[O:16])[CH2:11][CH2:10]1)([O-])=O.[H][H]. The catalyst is CO.[Pd].[OH-].[OH-].[Pd+2]. The product is [NH2:1][C:4]1[CH:5]=[C:6]([CH:22]=[CH:23][CH:24]=1)[CH2:7][CH2:8][N:9]1[CH2:10][CH2:11][N:12]([C:15]([O:17][C:18]([CH3:20])([CH3:21])[CH3:19])=[O:16])[CH2:13][CH2:14]1. The yield is 0.630. (4) The reactants are [NH2:1][C:2]1[NH:3][C:4]([C:12]2[O:13][CH:14]=[CH:15][CH:16]=2)=[C:5]([N+:9]([O-:11])=[O:10])[C:6](=[O:8])[N:7]=1.C(N(CC)CC)C.[C:24]1([CH3:34])[CH:29]=[CH:28][C:27]([S:30](Cl)(=[O:32])=[O:31])=[CH:26][CH:25]=1. The catalyst is ClCCl. The product is [CH3:34][C:24]1[CH:29]=[CH:28][C:27]([S:30]([O:8][C:6]2[C:5]([N+:9]([O-:11])=[O:10])=[C:4]([C:12]3[O:13][CH:14]=[CH:15][CH:16]=3)[N:3]=[C:2]([NH2:1])[N:7]=2)(=[O:32])=[O:31])=[CH:26][CH:25]=1. The yield is 0.240. (5) The yield is 0.260. The product is [CH3:17][N:18]1[C:22]([C:2]2[CH:3]=[C:4]([C:7]([O:9][CH3:10])=[O:8])[O:5][CH:6]=2)=[CH:21][CH:20]=[N:19]1. The reactants are Br[C:2]1[CH:3]=[C:4]([C:7]([O:9][CH3:10])=[O:8])[O:5][CH:6]=1.C(=O)([O-])[O-].[K+].[K+].[CH3:17][N:18]1[C:22](B2OC(C)(C)C(C)(C)O2)=[CH:21][CH:20]=[N:19]1. The catalyst is O1CCOCC1.O.CC(C)([P](C(C)(C)C)([Pd][P](C(C)(C)C)(C(C)(C)C)C(C)(C)C)C(C)(C)C)C. (6) The reactants are C[O:2][C:3](=[S:12])[NH:4][C:5]1[CH:10]=[CH:9][CH:8]=[C:7](F)[CH:6]=1.C([Li])(C)(C)C.CN([CH:21]=[O:22])C.OS(O)(=O)=O. The catalyst is C1COCC1. The product is [O:2]=[C:3]1[NH:4][C:5]2[CH:10]=[CH:9][CH:8]=[C:7]([CH:21]=[O:22])[C:6]=2[S:12]1. The yield is 0.400. (7) The reactants are [CH:1]1([C:4]2[C:5]([NH:24][S:25]([CH3:28])(=[O:27])=[O:26])=[CH:6][C:7]3[O:11][C:10]([C:12]4[CH:17]=[CH:16][C:15]([F:18])=[CH:14][CH:13]=4)=[C:9]([C:19]([NH:21][CH3:22])=[O:20])[C:8]=3[CH:23]=2)[CH2:3][CH2:2]1.F[C:30]1[CH:31]=[CH:32][C:33]([N+:40]([O-:42])=[O:41])=[C:34]([CH:39]=1)[C:35]([O:37][CH3:38])=[O:36].C(=O)([O-])[O-].[Na+].[Na+]. The catalyst is CN(C=O)C.CCOC(C)=O. The product is [CH:1]1([C:4]2[C:5]([N:24]([C:30]3[CH:31]=[CH:32][C:33]([N+:40]([O-:42])=[O:41])=[C:34]([CH:39]=3)[C:35]([O:37][CH3:38])=[O:36])[S:25]([CH3:28])(=[O:27])=[O:26])=[CH:6][C:7]3[O:11][C:10]([C:12]4[CH:17]=[CH:16][C:15]([F:18])=[CH:14][CH:13]=4)=[C:9]([C:19](=[O:20])[NH:21][CH3:22])[C:8]=3[CH:23]=2)[CH2:3][CH2:2]1. The yield is 0.830. (8) The reactants are [Cl:1][C:2]1[CH:7]=[CH:6][C:5]([C:8]2([OH:18])[CH2:13][CH2:12][N:11]([CH2:14][CH2:15][C:16]#[N:17])[CH2:10][CH2:9]2)=[CH:4][CH:3]=1.Cl.[OH-].[Na+].CCOCC. The catalyst is C1COCC1. The product is [NH2:17][CH2:16][CH2:15][CH2:14][N:11]1[CH2:10][CH2:9][C:8]([C:5]2[CH:4]=[CH:3][C:2]([Cl:1])=[CH:7][CH:6]=2)([OH:18])[CH2:13][CH2:12]1. The yield is 0.870. (9) The reactants are [NH:1]1[CH2:5][CH2:4][C@@H:3]([NH:6][C:7](=[O:13])[O:8][C:9]([CH3:12])([CH3:11])[CH3:10])[CH2:2]1.[Br:14][C:15]1[C:16](F)=[C:17]2[C:23]([NH:24][C:25](=[O:32])[C:26]3[CH:31]=[CH:30][CH:29]=[N:28][CH:27]=3)=[CH:22][NH:21][C:18]2=[N:19][CH:20]=1.CC#N.O. The catalyst is CCCCO. The product is [Br:14][C:15]1[C:16]([N:1]2[CH2:5][CH2:4][C@@H:3]([NH:6][C:7](=[O:13])[O:8][C:9]([CH3:10])([CH3:12])[CH3:11])[CH2:2]2)=[C:17]2[C:23]([NH:24][C:25](=[O:32])[C:26]3[CH:31]=[CH:30][CH:29]=[N:28][CH:27]=3)=[CH:22][NH:21][C:18]2=[N:19][CH:20]=1. The yield is 0.351.